This data is from Reaction yield outcomes from USPTO patents with 853,638 reactions. The task is: Predict the reaction yield, written as a fraction of the theoretical maximum amount of product (1.0 means a 100% yield; for example, 0.34 means a 34% yield). (1) The catalyst is C(Cl)Cl. The product is [CH3:11][O:10][C:8]([C:5]1[CH:4]=[CH:3][C:2]([CH3:1])=[CH:7][N+:6]=1[O-:20])=[O:9]. The yield is 0.830. The reactants are [CH3:1][C:2]1[CH:3]=[CH:4][C:5]([C:8]([O:10][CH3:11])=[O:9])=[N:6][CH:7]=1.ClC1C=C(C(OO)=[O:20])C=CC=1. (2) The reactants are [N:1]1([C:5]([C:7]2[N:8]=[CH:9][C:10]([O:13][C:14]3[CH:15]=[C:16]([CH:20]=[C:21]([O:23][C@@H:24]([CH3:28])[CH2:25][O:26][CH3:27])[CH:22]=3)[C:17]([OH:19])=O)=[N:11][CH:12]=2)=[O:6])[CH2:4][CH2:3][CH2:2]1.N1C=CC=CC=1.S(Cl)(Cl)=O.[CH3:39][C:40]1[N:41]=[CH:42][C:43]([NH2:46])=[N:44][CH:45]=1.C(=O)([O-])[O-].[Na+].[Na+].Cl. The catalyst is C(#N)C.C1(C)C=CC=CC=1. The product is [N:1]1([C:5]([C:7]2[N:8]=[CH:9][C:10]([O:13][C:14]3[CH:15]=[C:16]([CH:20]=[C:21]([O:23][C@@H:24]([CH3:28])[CH2:25][O:26][CH3:27])[CH:22]=3)[C:17]([NH:46][C:43]3[CH:42]=[N:41][C:40]([CH3:39])=[CH:45][N:44]=3)=[O:19])=[N:11][CH:12]=2)=[O:6])[CH2:4][CH2:3][CH2:2]1. The yield is 0.850. (3) The reactants are C([O:8][C:9]1[CH:21]=[C:20]2[C:12]([C:13]3[CH:14]=[CH:15][C:16]([NH:22][C:23](=[O:29])[O:24][C:25]([CH3:28])([CH3:27])[CH3:26])=[CH:17][C:18]=3[NH:19]2)=[CH:11][CH:10]=1)C1C=CC=CC=1. The catalyst is CO.[Pd]. The product is [OH:8][C:9]1[CH:21]=[C:20]2[C:12]([C:13]3[CH:14]=[CH:15][C:16]([NH:22][C:23](=[O:29])[O:24][C:25]([CH3:27])([CH3:26])[CH3:28])=[CH:17][C:18]=3[NH:19]2)=[CH:11][CH:10]=1. The yield is 1.00. (4) The reactants are [CH2:1]([N:3]([CH2:16][CH3:17])[CH2:4][CH2:5][CH2:6][O:7][C:8]1[CH:13]=[CH:12][C:11]([NH2:14])=[CH:10][C:9]=1[F:15])[CH3:2].[CH3:18][C:19]1[CH:27]=[CH:26][CH:25]=[C:24]2[C:20]=1[C:21](=[CH:29]O)[C:22](=[O:28])[NH:23]2. No catalyst specified. The product is [CH2:16]([N:3]([CH2:1][CH3:2])[CH2:4][CH2:5][CH2:6][O:7][C:8]1[CH:13]=[CH:12][C:11]([NH:14][CH:29]=[C:21]2[C:20]3[C:24](=[CH:25][CH:26]=[CH:27][C:19]=3[CH3:18])[NH:23][C:22]2=[O:28])=[CH:10][C:9]=1[F:15])[CH3:17]. The yield is 0.490. (5) The reactants are [NH2:1][C:2]1[CH:3]=[C:4]([C:8]2[CH:13]=[CH:12][N:11]=[C:10]([NH:14][CH2:15][CH2:16][C:17]3[CH:22]=[CH:21][C:20]([O:23][CH3:24])=[C:19]([O:25][CH3:26])[CH:18]=3)[N:9]=2)[CH:5]=[CH:6][CH:7]=1.[CH3:27][O:28][CH2:29][C:30](O)=[O:31].CCN=C=NCCCN(C)C.C1C=CC2N(O)N=NC=2C=1. The catalyst is CN(C=O)C.C(OCC)(=O)C. The product is [CH3:26][O:25][C:19]1[CH:18]=[C:17]([CH2:16][CH2:15][NH:14][C:10]2[N:9]=[C:8]([C:4]3[CH:3]=[C:2]([NH:1][C:30](=[O:31])[CH2:29][O:28][CH3:27])[CH:7]=[CH:6][CH:5]=3)[CH:13]=[CH:12][N:11]=2)[CH:22]=[CH:21][C:20]=1[O:23][CH3:24]. The yield is 0.770. (6) The reactants are [CH3:1][NH:2][C:3]([C:5]1[CH:6]=[C:7]2[C:11](=[CH:12][CH:13]=1)[N:10]([CH:14]1[CH2:19][CH2:18][N:17](C(OCC3C=CC=CC=3)=O)[CH2:16][CH2:15]1)[C:9](=[O:30])[CH2:8]2)=[O:4].[H][H]. The catalyst is [Pd].CO. The product is [CH3:1][NH:2][C:3]([C:5]1[CH:6]=[C:7]2[C:11](=[CH:12][CH:13]=1)[N:10]([CH:14]1[CH2:19][CH2:18][NH:17][CH2:16][CH2:15]1)[C:9](=[O:30])[CH2:8]2)=[O:4]. The yield is 1.00. (7) The reactants are [Cl:1][C:2]1[C:7]([N:8]2[CH2:13][CH2:12][CH:11]([C:14]3[CH:19]=[CH:18][CH:17]=[CH:16][C:15]=3[F:20])[CH2:10][CH2:9]2)=[CH:6][N:5]=[N:4][C:3]=1[NH:21][NH:22][C:23](=O)[CH2:24][CH:25]1[CH2:27][CH2:26]1.P(Cl)(Cl)(Cl)=O. The catalyst is C(#N)C. The product is [Cl:1][C:2]1[C:3]2[N:4]([C:23]([CH2:24][CH:25]3[CH2:27][CH2:26]3)=[N:22][N:21]=2)[N:5]=[CH:6][C:7]=1[N:8]1[CH2:13][CH2:12][CH:11]([C:14]2[CH:19]=[CH:18][CH:17]=[CH:16][C:15]=2[F:20])[CH2:10][CH2:9]1. The yield is 0.0660.